The task is: Predict which catalyst facilitates the given reaction.. This data is from Catalyst prediction with 721,799 reactions and 888 catalyst types from USPTO. Reactant: [Br:1][C:2]1[CH:18]=[CH:17][C:5]([C:6]([CH:8]2[CH2:13][CH2:12][CH2:11][CH2:10][CH:9]2[C:14]([OH:16])=[O:15])=[O:7])=[CH:4][CH:3]=1.IC.[C:21]([O-])(O)=O.[Na+].Cl. Product: [Br:1][C:2]1[CH:3]=[CH:4][C:5]([C:6]([CH:8]2[CH2:13][CH2:12][CH2:11][CH2:10][CH:9]2[C:14]([O:16][CH3:21])=[O:15])=[O:7])=[CH:17][CH:18]=1. The catalyst class is: 35.